Dataset: Reaction yield outcomes from USPTO patents with 853,638 reactions. Task: Predict the reaction yield, written as a fraction of the theoretical maximum amount of product (1.0 means a 100% yield; for example, 0.34 means a 34% yield). (1) The reactants are [F:1][C:2]1[CH:3]=[C:4]([C:10]2[C:15]([C:16]3[CH:21]=[CH:20][C:19]([O:22][CH3:23])=[CH:18][CH:17]=3)=[N:14][NH:13][C:12](=[O:24])[CH:11]=2)[CH:5]=[CH:6][C:7]=1[O:8][CH3:9].[CH2:25](Br)[C:26]1[CH:31]=[CH:30][CH:29]=[CH:28][CH:27]=1. No catalyst specified. The product is [CH2:25]([N:13]1[C:12](=[O:24])[CH:11]=[C:10]([C:4]2[CH:5]=[CH:6][C:7]([O:8][CH3:9])=[C:2]([F:1])[CH:3]=2)[C:15]([C:16]2[CH:17]=[CH:18][C:19]([O:22][CH3:23])=[CH:20][CH:21]=2)=[N:14]1)[C:26]1[CH:31]=[CH:30][CH:29]=[CH:28][CH:27]=1. The yield is 0.956. (2) The product is [F:41][CH2:40][C@@:27]1([C:30]([OH:32])=[O:31])[CH2:28][CH2:29][C:24]([C:11]2[C:12]([CH3:22])([CH3:23])[C@H:13]3[C@:8]([CH3:42])([CH2:9][CH:10]=2)[C@@H:7]2[C@:16]([CH3:21])([C@@:17]4([CH3:20])[C@H:4]([CH2:5][CH2:6]2)[C@H:3]2[C@H:43]([C:46]([CH3:48])=[CH2:47])[CH2:44][CH2:45][C@:2]2([NH:1][CH2:50][CH2:51][N:52]2[CH2:58][CH:57]([CH3:59])[CH2:56][S:55](=[O:61])(=[O:60])[CH2:54][CH2:53]2)[CH2:19][CH2:18]4)[CH2:15][CH2:14]3)=[CH:25][CH2:26]1. The yield is 0.250. The reactants are [NH2:1][C@:2]12[CH2:45][CH2:44][C@@H:43]([C:46]([CH3:48])=[CH2:47])[C@@H:3]1[C@@H:4]1[C@@:17]([CH3:20])([CH2:18][CH2:19]2)[C@@:16]2([CH3:21])[C@@H:7]([C@:8]3([CH3:42])[C@@H:13]([CH2:14][CH2:15]2)[C:12]([CH3:23])([CH3:22])[C:11]([C:24]2[CH2:29][CH2:28][C@@:27]([CH2:40][F:41])([C:30]([O:32]CC4C=CC=CC=4)=[O:31])[CH2:26][CH:25]=2)=[CH:10][CH2:9]3)[CH2:6][CH2:5]1.Cl[CH2:50][CH2:51][N:52]1[CH2:58][CH:57]([CH3:59])[CH2:56][S:55](=[O:61])(=[O:60])[CH2:54][CH2:53]1.[I-].[K+].P([O-])([O-])([O-])=O.[K+].[K+].[K+].[OH-].[Na+]. The catalyst is C(#N)C.O1CCOCC1. (3) The reactants are [N:1]([CH2:4][C@H:5]([CH3:29])[C@H:6]([C@H:15]1[CH2:19][O:18]C(C)(C)[N:16]1[C:22]([O:24][C:25]([CH3:28])([CH3:27])[CH3:26])=[O:23])[O:7][Si:8]([C:11]([CH3:14])([CH3:13])[CH3:12])([CH3:10])[CH3:9])=[N+:2]=[N-:3].CC1C=CC(S([O-])(=O)=O)=CC=1.C1C=C[NH+]=CC=1.CCN(C(C)C)C(C)C.CC(OC(OC(OC(C)(C)C)=O)=O)(C)C. The catalyst is CCO. The product is [N:1]([CH2:4][C@H:5]([CH3:29])[C@@H:6]([O:7][Si:8]([C:11]([CH3:14])([CH3:13])[CH3:12])([CH3:9])[CH3:10])[C@H:15]([NH:16][C:22](=[O:23])[O:24][C:25]([CH3:28])([CH3:26])[CH3:27])[CH2:19][OH:18])=[N+:2]=[N-:3]. The yield is 0.700.